Dataset: Reaction yield outcomes from USPTO patents with 853,638 reactions. Task: Predict the reaction yield, written as a fraction of the theoretical maximum amount of product (1.0 means a 100% yield; for example, 0.34 means a 34% yield). (1) The reactants are F[C:2]1[CH:7]=[CH:6][C:5]([N+:8]([O-:10])=[O:9])=[CH:4][CH:3]=1.[CH3:11][O:12][CH2:13][CH2:14][OH:15].[OH-].[K+]. The catalyst is CS(C)=O.O. The product is [CH3:11][O:12][CH2:13][CH2:14][O:15][C:2]1[CH:7]=[CH:6][C:5]([N+:8]([O-:10])=[O:9])=[CH:4][CH:3]=1. The yield is 0.130. (2) The reactants are [N:1]([CH2:4][CH2:5][CH2:6][C:7]([O:9]CC)=[O:8])=[N+:2]=[N-:3].[OH-].[K+].O. The catalyst is CO. The product is [N:1]([CH2:4][CH2:5][CH2:6][C:7]([OH:9])=[O:8])=[N+:2]=[N-:3]. The yield is 0.800. (3) The yield is 0.820. The product is [C:17]([O:21][C:22](=[O:23])[C:24]1[CH:25]=[CH:26][CH:27]=[C:28]([C:2]2[C:7]([CH3:8])=[CH:6][CH:5]=[CH:4][N:3]=2)[CH:29]=1)([CH3:20])([CH3:18])[CH3:19]. The catalyst is C1(C)C=CC=CC=1.C1C=CC(P(C2C=CC=CC=2)[C-]2C=CC=C2)=CC=1.C1C=CC(P(C2C=CC=CC=2)[C-]2C=CC=C2)=CC=1.Cl[Pd]Cl.[Fe+2].O. The reactants are Br[C:2]1[C:7]([CH3:8])=[CH:6][CH:5]=[CH:4][N:3]=1.C([O-])([O-])=O.[K+].[K+].N#N.[C:17]([O:21][C:22]([C:24]1[CH:25]=[C:26](B(O)O)[CH:27]=[CH:28][CH:29]=1)=[O:23])([CH3:20])([CH3:19])[CH3:18].C(Cl)Cl.CS(O)(=O)=O.[OH-].[Na+]. (4) The reactants are S(=O)(=O)(O)O.N[C:7]1[CH:16]=[C:15]2[C:10]([C:11]([Br:21])=[N:12][N:13]([CH:18]([CH3:20])[CH3:19])[C:14]2=[O:17])=[CH:9][CH:8]=1.N([O-])=[O:23].[Na+].NC(N)=O. The catalyst is CC(O)=O.O. The product is [OH:23][C:7]1[CH:16]=[C:15]2[C:10]([C:11]([Br:21])=[N:12][N:13]([CH:18]([CH3:20])[CH3:19])[C:14]2=[O:17])=[CH:9][CH:8]=1. The yield is 0.930. (5) The reactants are [F:1][C:2]1[CH:3]=[C:4]2C(=[CH:9][CH:10]=1)NC(=O)[C:5]2=[N:12][N:13]=CC1(C)CC(C)(C(O)=O)CN1.Cl.C(N=C=NCCCN(C)C)C.[OH:37][C:38]1C2N=NNC=2[CH:41]=[CH:40][CH:39]=1.C([N:49]([CH2:52][CH3:53])[CH2:50][CH3:51])C.[NH2:54][C:55]1[CH:60]=[C:59]([CH3:61])[CH:58]=[CH:57][C:56]=1[NH:62][C:63](=[O:74])[C:64]1[CH:69]=[CH:68][C:67]([NH:70][CH2:71][CH2:72][NH2:73])=[N:66][CH:65]=1.[CH3:75][N:76]([CH:78]=[O:79])C. The catalyst is [Cl-].[Na+].O. The product is [NH2:54][C:55]1[CH:60]=[C:59]([CH3:61])[CH:58]=[CH:57][C:56]=1[NH:62][C:63](=[O:74])[C:64]1[CH:69]=[CH:68][C:67]([NH:70][CH2:71][CH2:72][NH:73][C:38]([C:39]2[C:40]([CH3:41])=[C:52]([CH:53]=[N:13][N:12]=[C:5]3[C:4]4[C:75](=[CH:9][CH:10]=[C:2]([F:1])[CH:3]=4)[NH:76][C:78]3=[O:79])[NH:49][C:50]=2[CH3:51])=[O:37])=[N:66][CH:65]=1. The yield is 0.610. (6) The reactants are [CH:1]([CH:3]1[CH2:8][CH2:7][N:6]([C:9]([O:11][C:12]([CH3:15])([CH3:14])[CH3:13])=[O:10])[CH2:5][CH2:4]1)=O.[CH:16]([C:18]([CH3:20])=[O:19])=[CH2:17].[OH-].[K+]. The catalyst is C1COCC1.C(O)C. The product is [O:19]=[C:18]1[CH2:16][CH2:17][C:3]2([CH2:8][CH2:7][N:6]([C:9]([O:11][C:12]([CH3:15])([CH3:14])[CH3:13])=[O:10])[CH2:5][CH2:4]2)[CH:1]=[CH:20]1. The yield is 0.910.